Dataset: Catalyst prediction with 721,799 reactions and 888 catalyst types from USPTO. Task: Predict which catalyst facilitates the given reaction. (1) Reactant: [F:1][C:2]1[CH:3]=[C:4]([N:9]2[CH2:13][C@H:12]([CH2:14]OS(C)(=O)=O)[O:11][C:10]2=[O:20])[CH:5]=[CH:6][C:7]=1[I:8].[N-:21]=[N+:22]=[N-:23].[Na+].O.CCOC(C)=O. Product: [N:21]([CH2:14][C@@H:12]1[O:11][C:10](=[O:20])[N:9]([C:4]2[CH:5]=[CH:6][C:7]([I:8])=[C:2]([F:1])[CH:3]=2)[CH2:13]1)=[N+:22]=[N-:23]. The catalyst class is: 3. (2) Reactant: [CH:1]([C:4]1[CH:8]=[C:7]([CH2:9]O)[O:6][N:5]=1)([CH3:3])[CH3:2].[Cl-].ClC=[N+](C)C.[NH:17]1[C:25]2[C:20](=[CH:21][CH:22]=[CH:23][CH:24]=2)[C:19]2([C:29]3=[CH:30][C:31]4[O:35][CH2:34][O:33][C:32]=4[CH:36]=[C:28]3[O:27][CH2:26]2)[C:18]1=[O:37].C(=O)([O-])[O-].[Cs+].[Cs+]. Product: [CH:1]([C:4]1[CH:8]=[C:7]([CH2:9][N:17]2[C:25]3[C:20](=[CH:21][CH:22]=[CH:23][CH:24]=3)[C:19]3([C:29]4=[CH:30][C:31]5[O:35][CH2:34][O:33][C:32]=5[CH:36]=[C:28]4[O:27][CH2:26]3)[C:18]2=[O:37])[O:6][N:5]=1)([CH3:2])[CH3:3]. The catalyst class is: 9. (3) The catalyst class is: 7. Reactant: [Br:1][C:2]1[C:3]2[CH:11]=[C:10]([C:12]([O:14][CH2:15][CH3:16])=[O:13])[N:9]([S:17]([C:20]3[CH:26]=[CH:25][C:23]([CH3:24])=[CH:22][CH:21]=3)(=[O:19])=[O:18])[C:4]=2[C:5](=[O:8])[NH:6][CH:7]=1.[H-].[Na+].I[CH3:30]. Product: [Br:1][C:2]1[C:3]2[CH:11]=[C:10]([C:12]([O:14][CH2:15][CH3:16])=[O:13])[N:9]([S:17]([C:20]3[CH:21]=[CH:22][C:23]([CH3:24])=[CH:25][CH:26]=3)(=[O:19])=[O:18])[C:4]=2[C:5](=[O:8])[N:6]([CH3:30])[CH:7]=1. (4) Reactant: Br[CH2:2][CH:3]([C:5]1[CH:10]=[CH:9][C:8]([C:11]2[N:15]=[C:14]([C:16]3[C:20]([CH2:21][CH2:22][CH3:23])=[C:19]([C:24]4[CH:29]=[CH:28][CH:27]=[CH:26][CH:25]=4)[O:18][N:17]=3)[O:13][N:12]=2)=[CH:7][CH:6]=1)[OH:4].[NH:30]1[CH2:35][CH2:34][CH2:33][CH2:32][CH:31]1[C:36]([OH:38])=[O:37].C1CCN2C(=NCCC2)CC1. Product: [OH:4][CH:3]([C:5]1[CH:10]=[CH:9][C:8]([C:11]2[N:15]=[C:14]([C:16]3[C:20]([CH2:21][CH2:22][CH3:23])=[C:19]([C:24]4[CH:29]=[CH:28][CH:27]=[CH:26][CH:25]=4)[O:18][N:17]=3)[O:13][N:12]=2)=[CH:7][CH:6]=1)[CH2:2][N:30]1[CH2:35][CH2:34][CH2:33][CH2:32][CH:31]1[C:36]([OH:38])=[O:37]. The catalyst class is: 16. (5) Reactant: Cl[C:2]1[CH:3]=[CH:4][C:5]2[N:6]([CH:8]=[C:9]([C:11]3[CH:12]=[C:13]([CH:16]=[C:17]([O:19][CH2:20][CH2:21][O:22][CH3:23])[CH:18]=3)[C:14]#[N:15])[N:10]=2)[N:7]=1. Product: [N:10]1[C:9]([C:11]2[CH:12]=[C:13]([CH:16]=[C:17]([O:19][CH2:20][CH2:21][O:22][CH3:23])[CH:18]=2)[C:14]#[N:15])=[CH:8][N:6]2[C:5]=1[CH:4]=[CH:3][CH:2]=[N:7]2. The catalyst class is: 19. (6) Reactant: [C:1](Cl)(Cl)=[O:2].C([N:7](C(C)C)C(C)C)C.[NH:14]1[CH2:19][CH2:18][CH:17]([C:20]#[N:21])[CH2:16][CH2:15]1. Product: [C:20]([CH:17]1[CH2:18][CH2:19][N:14]([C:1]([NH2:7])=[O:2])[CH2:15][CH2:16]1)#[N:21]. The catalyst class is: 4. (7) Reactant: [NH2:1][C@H:2]([C:4]1[N:13]([C:14]2[CH:19]=[CH:18][CH:17]=[CH:16][CH:15]=2)[C:12](=[O:20])[C:11]2[C:6](=[CH:7][CH:8]=[CH:9][C:10]=2[Cl:21])[N:5]=1)[CH3:3].Cl[C:23]1[N:28]=[CH:27][N:26]=[C:25]([NH2:29])[C:24]=1[C:30]1[O:34][N:33]=[C:32]([CH3:35])[N:31]=1.CCN(C(C)C)C(C)C. Product: [NH2:29][C:25]1[N:26]=[CH:27][N:28]=[C:23]([NH:1][C@H:2]([C:4]2[N:13]([C:14]3[CH:15]=[CH:16][CH:17]=[CH:18][CH:19]=3)[C:12](=[O:20])[C:11]3[C:6](=[CH:7][CH:8]=[CH:9][C:10]=3[Cl:21])[N:5]=2)[CH3:3])[C:24]=1[C:30]1[O:34][N:33]=[C:32]([CH3:35])[N:31]=1. The catalyst class is: 114. (8) Reactant: [C:1]([O-:10])(=[O:9])[CH2:2][CH2:3][CH2:4][CH2:5][CH2:6][CH2:7][CH3:8].[Na+]. Product: [C:1]([OH:10])(=[O:9])[CH2:2][CH2:3][CH2:4][CH2:5][CH2:6][CH2:7][CH3:8]. The catalyst class is: 6. (9) Reactant: [CH3:1][O:2][C:3]1[CH:4]=[C:5]([NH:15][C:16]2[N:20]=[C:19]([NH2:21])[NH:18][N:17]=2)[CH:6]=[CH:7][C:8]=1[N:9]1[CH:13]=[C:12]([CH3:14])[N:11]=[CH:10]1.[F:22][C:23]([F:36])([F:35])[C:24](=O)[CH2:25][C:26]([C:28]1[CH:33]=[N:32][CH:31]=[CH:30][N:29]=1)=O. Product: [CH3:1][O:2][C:3]1[CH:4]=[C:5]([NH:15][C:16]2[N:20]=[C:19]3[N:21]=[C:24]([C:23]([F:35])([F:36])[F:22])[CH:25]=[C:26]([C:28]4[CH:33]=[N:32][CH:31]=[CH:30][N:29]=4)[N:18]3[N:17]=2)[CH:6]=[CH:7][C:8]=1[N:9]1[CH:13]=[C:12]([CH3:14])[N:11]=[CH:10]1. The catalyst class is: 15.